The task is: Predict the product of the given reaction.. This data is from Forward reaction prediction with 1.9M reactions from USPTO patents (1976-2016). (1) Given the reactants [NH2:1][CH2:2][CH2:3][CH2:4][CH2:5][C:6]1[CH:15]=[CH:14][C:9]([C:10]([NH:12][CH3:13])=[O:11])=[C:8]([NH:16][CH2:17][CH3:18])[N:7]=1.C(N(CC)CC)C.C(OC([N:33]([C:41]1[CH:46]=[CH:45][C:44]([CH2:47][NH2:48])=[CH:43][N:42]=1)C(OC(C)(C)C)=O)=O)(C)(C)C.[C:49](O)(C(F)(F)F)=[O:50], predict the reaction product. The product is: [NH2:33][C:41]1[N:42]=[CH:43][C:44]([CH2:47][NH:48][C:49](=[O:50])[NH:1][CH2:2][CH2:3][CH2:4][CH2:5][C:6]2[CH:15]=[CH:14][C:9]([C:10]([NH:12][CH3:13])=[O:11])=[C:8]([NH:16][CH2:17][CH3:18])[N:7]=2)=[CH:45][CH:46]=1. (2) Given the reactants [N+:1]([C:4]1[CH:5]=[N:6][N:7]([C:9]2([CH2:12][OH:13])[CH2:11][CH2:10]2)[CH:8]=1)([O-])=O, predict the reaction product. The product is: [NH2:1][C:4]1[CH:5]=[N:6][N:7]([C:9]2([CH2:12][OH:13])[CH2:10][CH2:11]2)[CH:8]=1. (3) Given the reactants [NH:1]([C:3]([O:5][C:6]([CH3:9])([CH3:8])[CH3:7])=[O:4])[NH2:2].[CH3:10][CH:11]1[CH2:15][CH2:14][C:13](=O)[CH2:12]1.C([BH3-])#N.[Na+].C(O)(=O)C.[OH-].[Na+], predict the reaction product. The product is: [CH3:10][CH:11]1[CH2:15][CH2:14][CH:13]([NH:2][NH:1][C:3]([O:5][C:6]([CH3:9])([CH3:8])[CH3:7])=[O:4])[CH2:12]1. (4) Given the reactants [CH:1]1([CH2:4][N:5]([C:15]2[CH:20]=[CH:19][CH:18]=[C:17]([C:21]([OH:42])([C:38]([F:41])([F:40])[F:39])[C:22]#[C:23][Si](C)(C3C=CC=CC=3)C3C=CC=CC=3)[CH:16]=2)[S:6]([C:9]2[CH:14]=[CH:13][CH:12]=[CH:11][CH:10]=2)(=[O:8])=[O:7])[CH2:3][CH2:2]1.C(O)(=O)C.[F-].C([N+](CCCC)(CCCC)CCCC)CCC, predict the reaction product. The product is: [CH:1]1([CH2:4][N:5]([C:15]2[CH:20]=[CH:19][CH:18]=[C:17]([C:21]([OH:42])([C:38]([F:39])([F:40])[F:41])[C:22]#[CH:23])[CH:16]=2)[S:6]([C:9]2[CH:10]=[CH:11][CH:12]=[CH:13][CH:14]=2)(=[O:7])=[O:8])[CH2:3][CH2:2]1. (5) The product is: [CH3:2][O:3][C:4]([C@H:6]1[CH2:11][CH2:10][C@H:9]([NH:12][C:20]([O:22][C:23]([CH3:26])([CH3:25])[CH3:24])=[O:21])[CH2:8][CH2:7]1)=[O:5]. Given the reactants Cl.[CH3:2][O:3][C:4]([C@H:6]1[CH2:11][CH2:10][C@H:9]([NH2:12])[CH2:8][CH2:7]1)=[O:5].C(N(CC)CC)C.[C:20](O[C:20]([O:22][C:23]([CH3:26])([CH3:25])[CH3:24])=[O:21])([O:22][C:23]([CH3:26])([CH3:25])[CH3:24])=[O:21].[Cl-].[NH4+], predict the reaction product. (6) The product is: [CH:40]1[C:41]2[N:29]([CH2:28][CH2:27][CH2:26][CH2:25][CH2:24][CH2:23][CH2:22][CH2:21][CH2:20][CH2:19][C:5]3([CH2:19][CH2:20][CH2:21][CH2:22][CH2:23][CH2:24][CH2:25][CH2:26][CH2:27][CH2:28][N:29]4[C:30]5[CH:31]=[CH:32][CH:33]=[CH:34][C:35]=5[C:36]5[C:41]4=[CH:40][CH:39]=[CH:38][CH:37]=5)[C:4]4[CH:3]=[C:2]([Br:1])[CH:14]=[CH:13][C:12]=4[C:11]4[C:6]3=[CH:7][C:8]([Br:15])=[CH:9][CH:10]=4)[C:30]3[C:35](=[CH:34][CH:33]=[CH:32][CH:31]=3)[C:36]=2[CH:37]=[CH:38][CH:39]=1. Given the reactants [Br:1][C:2]1[CH:14]=[CH:13][C:12]2[C:11]3[C:6](=[CH:7][C:8]([Br:15])=[CH:9][CH:10]=3)[CH2:5][C:4]=2[CH:3]=1.[H-].[Na+].Br[CH2:19][CH2:20][CH2:21][CH2:22][CH2:23][CH2:24][CH2:25][CH2:26][CH2:27][CH2:28][N:29]1[C:41]2[CH:40]=[CH:39][CH:38]=[CH:37][C:36]=2[C:35]2[C:30]1=[CH:31][CH:32]=[CH:33][CH:34]=2, predict the reaction product. (7) Given the reactants [F:1][C:2]1[CH:3]=[C:4]([CH:8]=[CH:9][C:10]=1[N+:11]([O-:13])=[O:12])[C:5]([OH:7])=[O:6].S(Cl)(Cl)=O.[CH3:18]O, predict the reaction product. The product is: [F:1][C:2]1[CH:3]=[C:4]([CH:8]=[CH:9][C:10]=1[N+:11]([O-:13])=[O:12])[C:5]([O:7][CH3:18])=[O:6]. (8) Given the reactants [Br:1][C:2]1[CH:7]=[CH:6][C:5]([CH2:8][C@@H:9]([NH:39]C(=O)OC(C)(C)C)[C:10]([N:12]2[CH2:17][CH2:16][CH:15]([N:18]3[N:27]=[C:26]([C:28]4[CH:33]=[CH:32][C:31]([O:34][CH3:35])=[C:30]([O:36][CH3:37])[CH:29]=4)[C@@H:25]4[C@@H:20]([CH2:21][CH2:22][CH2:23][CH2:24]4)[C:19]3=[O:38])[CH2:14][CH2:13]2)=[O:11])=[CH:4][CH:3]=1.FC(F)(F)C(O)=O.C(=O)(O)[O-].[Na+], predict the reaction product. The product is: [NH2:39][C@H:9]([CH2:8][C:5]1[CH:4]=[CH:3][C:2]([Br:1])=[CH:7][CH:6]=1)[C:10]([N:12]1[CH2:13][CH2:14][CH:15]([N:18]2[N:27]=[C:26]([C:28]3[CH:33]=[CH:32][C:31]([O:34][CH3:35])=[C:30]([O:36][CH3:37])[CH:29]=3)[C@@H:25]3[C@@H:20]([CH2:21][CH2:22][CH2:23][CH2:24]3)[C:19]2=[O:38])[CH2:16][CH2:17]1)=[O:11].